This data is from Full USPTO retrosynthesis dataset with 1.9M reactions from patents (1976-2016). The task is: Predict the reactants needed to synthesize the given product. (1) Given the product [ClH:1].[CH3:14][S:11]([C:10]1[C:5]2[C:6](=[N:7][C:2]([NH:34][C:33]3[CH:32]=[CH:31][C:30]([N:27]4[CH2:28][CH2:29][O:24][CH2:25][CH2:26]4)=[CH:36][CH:35]=3)=[N:3][C:4]=2[NH:15][C:16]2[CH:17]=[C:18]([CH:21]=[CH:22][CH:23]=2)[C:19]#[N:20])[NH:8][N:9]=1)(=[O:13])=[O:12], predict the reactants needed to synthesize it. The reactants are: [Cl:1][C:2]1[N:7]=[C:6]2[NH:8][N:9]=[C:10]([S:11]([CH3:14])(=[O:13])=[O:12])[C:5]2=[C:4]([NH:15][C:16]2[CH:17]=[C:18]([CH:21]=[CH:22][CH:23]=2)[C:19]#[N:20])[N:3]=1.[O:24]1[CH2:29][CH2:28][N:27]([C:30]2[CH:36]=[CH:35][C:33]([NH2:34])=[CH:32][CH:31]=2)[CH2:26][CH2:25]1.C[Si](Cl)(C)C. (2) Given the product [CH3:16][N:17]([CH3:21])[C:18]([N:1]1[CH2:6][CH2:5][CH:4]([CH2:7][OH:8])[CH2:3][CH2:2]1)=[O:19], predict the reactants needed to synthesize it. The reactants are: [NH:1]1[CH2:6][CH2:5][CH:4]([CH2:7][OH:8])[CH2:3][CH2:2]1.C(N(CC)CC)C.[CH3:16][N:17]([CH3:21])[C:18](Cl)=[O:19].O.